Predict which catalyst facilitates the given reaction. From a dataset of Catalyst prediction with 721,799 reactions and 888 catalyst types from USPTO. (1) Reactant: [N+:1]([C:4]1[N:9]=[CH:8][C:7]([OH:10])=[CH:6][CH:5]=1)([O-:3])=[O:2].C1C=CC(P(C2C=CC=CC=2)C2C=CC=CC=2)=CC=1.[CH2:30]([N:32]([CH2:36][CH3:37])[CH2:33][CH2:34]O)[CH3:31].CC(OC(/N=N/C(OC(C)C)=O)=O)C. The catalyst class is: 1. Product: [CH2:30]([N:32]([CH2:36][CH3:37])[CH2:33][CH2:34][O:10][C:7]1[CH:8]=[N:9][C:4]([N+:1]([O-:3])=[O:2])=[CH:5][CH:6]=1)[CH3:31]. (2) Reactant: [N+:1]([C:4]1[CH:5]=[C:6]([C:13]([N:15]2[CH2:20][CH2:19][O:18][CH2:17][CH2:16]2)=O)[CH:7]=[CH:8][C:9]=1[N+:10]([O-:12])=[O:11])([O-:3])=[O:2]. Product: [N+:1]([C:4]1[CH:5]=[C:6]([CH:7]=[CH:8][C:9]=1[N+:10]([O-:12])=[O:11])[CH2:13][N:15]1[CH2:20][CH2:19][O:18][CH2:17][CH2:16]1)([O-:3])=[O:2]. The catalyst class is: 5. (3) Reactant: CO.[CH3:3][NH2:4].C(O[C:8]([C:10]1[CH:14]=[C:13]([O:15][CH2:16][CH2:17][CH2:18][N:19]2[CH2:24][CH2:23][N:22]([C:25]3[C:33]4[CH:32]=[CH:31][S:30][C:29]=4[CH:28]=[CH:27][CH:26]=3)[CH2:21][CH2:20]2)[N:12]([CH2:34][CH:35]=[CH2:36])[N:11]=1)=[O:9])C. Product: [CH3:3][NH:4][C:8]([C:10]1[CH:14]=[C:13]([O:15][CH2:16][CH2:17][CH2:18][N:19]2[CH2:20][CH2:21][N:22]([C:25]3[C:33]4[CH:32]=[CH:31][S:30][C:29]=4[CH:28]=[CH:27][CH:26]=3)[CH2:23][CH2:24]2)[N:12]([CH2:34][CH:35]=[CH2:36])[N:11]=1)=[O:9]. The catalyst class is: 5. (4) Product: [CH:1]1([N:7]2[C:11]3[CH:12]=[C:13]([C:15]([OH:17])=[O:16])[S:14][C:10]=3[N:9]=[C:8]2[C:20]2[CH:21]=[CH:22][CH:23]=[CH:24][CH:25]=2)[CH2:6][CH2:5][CH2:4][CH2:3][CH2:2]1. The catalyst class is: 92. Reactant: [CH:1]1([N:7]2[C:11]3[CH:12]=[C:13]([C:15]([O:17]CC)=[O:16])[S:14][C:10]=3[N:9]=[C:8]2[C:20]2[CH:25]=[CH:24][CH:23]=[CH:22][CH:21]=2)[CH2:6][CH2:5][CH2:4][CH2:3][CH2:2]1.[OH-].[Na+]. (5) Reactant: [NH2:1][C:2]1[CH:7]=[CH:6][C:5]([CH2:8][CH2:9][C:10]([O:12][CH2:13][CH3:14])=[O:11])=[C:4]([F:15])[CH:3]=1.[N+:16]([C:19]1[CH:24]=[CH:23][CH:22]=[CH:21][C:20]=1[S:25](Cl)(=[O:27])=[O:26])([O-:18])=[O:17]. Product: [F:15][C:4]1[CH:3]=[C:2]([NH:1][S:25]([C:20]2[CH:21]=[CH:22][CH:23]=[CH:24][C:19]=2[N+:16]([O-:18])=[O:17])(=[O:26])=[O:27])[CH:7]=[CH:6][C:5]=1[CH2:8][CH2:9][C:10]([O:12][CH2:13][CH3:14])=[O:11]. The catalyst class is: 17. (6) Reactant: [OH:1][C:2]1[CH:11]=[C:10]2[C:5]([C:6]([C:23]([OH:25])=[O:24])=[C:7]([CH3:22])[C:8]([C:12]3[CH:17]=[CH:16][CH:15]=[C:14]([C:18]([F:21])([F:20])[F:19])[CH:13]=3)=[N:9]2)=[CH:4][C:3]=1[S:26]([CH3:29])(=[O:28])=[O:27].[C:30](Cl)(=O)C(Cl)=O.CO. Product: [OH:1][C:2]1[CH:11]=[C:10]2[C:5]([C:6]([C:23]([O:25][CH3:30])=[O:24])=[C:7]([CH3:22])[C:8]([C:12]3[CH:17]=[CH:16][CH:15]=[C:14]([C:18]([F:20])([F:21])[F:19])[CH:13]=3)=[N:9]2)=[CH:4][C:3]=1[S:26]([CH3:29])(=[O:28])=[O:27]. The catalyst class is: 174.